Dataset: Forward reaction prediction with 1.9M reactions from USPTO patents (1976-2016). Task: Predict the product of the given reaction. (1) Given the reactants [CH3:1][N:2]1[C:6]([CH3:7])=[CH:5][C:4]([CH2:8][N:9]2[C:17]3[C:12](=[C:13]([N+:18]([O-])=O)[CH:14]=[CH:15][CH:16]=3)[C:11]([CH:21]=[CH2:22])=[N:10]2)=[N:3]1, predict the reaction product. The product is: [CH3:1][N:2]1[C:6]([CH3:7])=[CH:5][C:4]([CH2:8][N:9]2[C:17]3[CH:16]=[CH:15][CH:14]=[C:13]([NH2:18])[C:12]=3[C:11]([CH2:21][CH3:22])=[N:10]2)=[N:3]1. (2) Given the reactants [CH3:1][N:2]([CH3:27])[C:3]1[CH:4]=[CH:5][C:6]([C:11]2[S:12][C:13]3[CH:19]([O:20][CH2:21][O:22][CH2:23][CH2:24][O:25][CH3:26])[CH2:18][CH2:17][CH2:16][C:14]=3[N:15]=2)=[C:7]([CH:10]=1)[CH:8]=O.[NH:28]1[CH2:31][CH2:30][CH2:29]1.[BH-](OC(C)=O)(OC(C)=O)OC(C)=O.[Na+].C(O)(=O)C, predict the reaction product. The product is: [N:28]1([CH2:8][C:7]2[CH:10]=[C:3]([CH:4]=[CH:5][C:6]=2[C:11]2[S:12][C:13]3[CH:19]([O:20][CH2:21][O:22][CH2:23][CH2:24][O:25][CH3:26])[CH2:18][CH2:17][CH2:16][C:14]=3[N:15]=2)[N:2]([CH3:1])[CH3:27])[CH2:31][CH2:30][CH2:29]1. (3) Given the reactants [CH:1]1([NH:4][C:5](=[O:32])[C:6]2[CH:11]=[CH:10][C:9]([CH3:12])=[C:8]([C:13]3[CH:14]=[C:15]4[C:20](=[CH:21][CH:22]=3)[C:19](=[O:23])[N:18]([CH2:24][C:25]3[CH:30]=[CH:29][C:28]([OH:31])=[CH:27][CH:26]=3)[CH:17]=[CH:16]4)[CH:7]=2)[CH2:3][CH2:2]1.C(=O)([O-])[O-].[K+].[K+].Br[CH2:40][CH2:41][Cl:42], predict the reaction product. The product is: [Cl:42][CH2:41][CH2:40][O:31][C:28]1[CH:27]=[CH:26][C:25]([CH2:24][N:18]2[CH:17]=[CH:16][C:15]3[C:20](=[CH:21][CH:22]=[C:13]([C:8]4[CH:7]=[C:6]([CH:11]=[CH:10][C:9]=4[CH3:12])[C:5]([NH:4][CH:1]4[CH2:2][CH2:3]4)=[O:32])[CH:14]=3)[C:19]2=[O:23])=[CH:30][CH:29]=1.